From a dataset of Ames mutagenicity test results for genotoxicity prediction. Regression/Classification. Given a drug SMILES string, predict its toxicity properties. Task type varies by dataset: regression for continuous values (e.g., LD50, hERG inhibition percentage) or binary classification for toxic/non-toxic outcomes (e.g., AMES mutagenicity, cardiotoxicity, hepatotoxicity). Dataset: ames. (1) The compound is ClCc1cc2c3c(cccc3c1)-c1ccccc1-2. The result is 1 (mutagenic). (2) The compound is O=C(O)CCC(=O)OCC(NC(=O)C(Cl)Cl)C(O)c1ccc([N+](=O)[O-])cc1. The result is 0 (non-mutagenic). (3) The compound is Cc1ccc(C(C)C)cc1O. The result is 0 (non-mutagenic). (4) The drug is N=C1NC(=O)N(C2CC(O)C(CO)O2)CC1=O. The result is 0 (non-mutagenic).